Task: Predict the reaction yield, written as a fraction of the theoretical maximum amount of product (1.0 means a 100% yield; for example, 0.34 means a 34% yield).. Dataset: Reaction yield outcomes from USPTO patents with 853,638 reactions (1) The reactants are Br[C:2]1[N:7]=[C:6]([C:8]2[CH:9]=[C:10]([S:14]([NH:17][C:18]([CH3:21])([CH3:20])[CH3:19])(=[O:16])=[O:15])[CH:11]=[CH:12][CH:13]=2)[CH:5]=[CH:4][CH:3]=1.[CH2:22]([Sn:26]([CH2:44][CH2:45][CH2:46][CH3:47])([CH2:40][CH2:41][CH2:42][CH3:43])[Sn:26]([CH2:40][CH2:41][CH2:42][CH3:43])([CH2:44][CH2:45][CH2:46][CH3:47])[CH2:22][CH2:23][CH2:24][CH3:25])[CH2:23][CH2:24][CH3:25]. The catalyst is C1(C)C=CC=CC=1.C1C=CC([P]([Pd]([P](C2C=CC=CC=2)(C2C=CC=CC=2)C2C=CC=CC=2)([P](C2C=CC=CC=2)(C2C=CC=CC=2)C2C=CC=CC=2)[P](C2C=CC=CC=2)(C2C=CC=CC=2)C2C=CC=CC=2)(C2C=CC=CC=2)C2C=CC=CC=2)=CC=1. The product is [C:18]([NH:17][S:14]([C:10]1[CH:11]=[CH:12][CH:13]=[C:8]([C:6]2[CH:5]=[CH:4][CH:3]=[C:2]([Sn:26]([CH2:40][CH2:41][CH2:42][CH3:43])([CH2:44][CH2:45][CH2:46][CH3:47])[CH2:22][CH2:23][CH2:24][CH3:25])[N:7]=2)[CH:9]=1)(=[O:16])=[O:15])([CH3:21])([CH3:20])[CH3:19]. The yield is 0.230. (2) The reactants are [O:1]=[C:2]1[C:11]2[C:10]([NH:12]C(=O)C)=[CH:9][CH:8]=[CH:7][C:6]=2[CH2:5][CH2:4][CH2:3]1.C([O-])([O-])=O.[Na+].[Na+].[OH-].[Na+]. The catalyst is Cl. The product is [NH2:12][C:10]1[CH:9]=[CH:8][CH:7]=[C:6]2[C:11]=1[C:2](=[O:1])[CH2:3][CH2:4][CH2:5]2. The yield is 0.560. (3) The yield is 0.870. The catalyst is O1CCOCC1.C(Cl)Cl.C([O-])(O)=O.[Na+].C1C=CC(P(C2C=CC3C(=CC=CC=3)C=2C2C3C(=CC=CC=3)C=CC=2P(C2C=CC=CC=2)C2C=CC=CC=2)C2C=CC=CC=2)=CC=1. The reactants are [C:1]([O:5][C:6]([N:8]([C:27]([O:29][C:30]([CH3:33])([CH3:32])[CH3:31])=[O:28])[C@H:9]([CH2:20][CH2:21]/[CH:22]=[CH:23]/[N+:24]([O-:26])=[O:25])[C:10]([O:12][CH2:13][C:14]1[CH:19]=[CH:18][CH:17]=[CH:16][CH:15]=1)=[O:11])=[O:7])([CH3:4])([CH3:3])[CH3:2].[F:34][C:35]1[C:40]([F:41])=[CH:39][CH:38]=[CH:37][C:36]=1B(O)O.O.C(=O)(O)[O-].[Na+]. The product is [C:1]([O:5][C:6]([N:8]([C:27]([O:29][C:30]([CH3:33])([CH3:32])[CH3:31])=[O:28])[C@@H:9]([C:10]([O:12][CH2:13][C:14]1[CH:19]=[CH:18][CH:17]=[CH:16][CH:15]=1)=[O:11])[CH2:20][CH2:21][C@@H:22]([C:39]1[CH:38]=[CH:37][CH:36]=[C:35]([F:34])[C:40]=1[F:41])[CH2:23][N+:24]([O-:26])=[O:25])=[O:7])([CH3:4])([CH3:3])[CH3:2]. (4) The reactants are F[C:2]1[CH:7]=[C:6](F)[CH:5]=[CH:4][C:3]=1[N+:9]([O-:11])=[O:10].[Cl:12][C:13]1[CH:14]=[C:15]([CH:18]=[C:19]([Cl:21])[CH:20]=1)[CH2:16][NH2:17].[CH:22]([N:25](CC)[CH:26]([CH3:28])C)([CH3:24])C.C(#[N:33])C. No catalyst specified. The product is [ClH:12].[Cl:12][C:13]1[CH:14]=[C:15]([CH:18]=[C:19]([Cl:21])[CH:20]=1)[CH2:16][NH:17][C:2]1[CH:7]=[C:6]([N:33]2[CH2:28][CH2:26][NH:25][CH2:22][CH2:24]2)[CH:5]=[CH:4][C:3]=1[N+:9]([O-:11])=[O:10]. The yield is 0.460. (5) The reactants are [Cl:1][C:2]1[N:7]=[CH:6][C:5]([NH2:8])=[C:4]([C:9]2[C:10]([F:24])=[N:11][CH:12]=[C:13](B3OC(C)(C)C(C)(C)O3)[CH:14]=2)[CH:3]=1.[CH3:25][O:26][C:27]1[CH:28]=[C:29](OS(C(F)(F)F)(=O)=O)[CH:30]=[C:31]([O:40][CH3:41])[C:32]=1[CH2:33][N:34]1[CH2:39][CH2:38][CH2:37][CH2:36][CH2:35]1. The catalyst is [F-].[K+].C(#N)C. The product is [Cl:1][C:2]1[N:7]=[CH:6][C:5]([NH2:8])=[C:4]([C:9]2[C:10]([F:24])=[N:11][CH:12]=[C:13]([C:29]3[CH:30]=[C:31]([O:40][CH3:41])[C:32]([CH2:33][N:34]4[CH2:39][CH2:38][CH2:37][CH2:36][CH2:35]4)=[C:27]([O:26][CH3:25])[CH:28]=3)[CH:14]=2)[CH:3]=1. The yield is 0.760.